From a dataset of Reaction yield outcomes from USPTO patents with 853,638 reactions. Predict the reaction yield, written as a fraction of the theoretical maximum amount of product (1.0 means a 100% yield; for example, 0.34 means a 34% yield). (1) The reactants are [OH:1][C:2]1[CH:11]=[CH:10][C:5]([C:6]([O:8][CH3:9])=[O:7])=[CH:4][C:3]=1I.CN(C)C(=N)N(C)C.[C:21]1([C:27]#[CH:28])[CH:26]=[CH:25][CH:24]=[CH:23][CH:22]=1.Cl. The catalyst is CN(C=O)C.Cl[Pd](Cl)([P](C1C=CC=CC=1)(C1C=CC=CC=1)C1C=CC=CC=1)[P](C1C=CC=CC=1)(C1C=CC=CC=1)C1C=CC=CC=1. The product is [CH3:9][O:8][C:6]([C:5]1[CH:10]=[CH:11][C:2]2[O:1][C:27]([C:21]3[CH:26]=[CH:25][CH:24]=[CH:23][CH:22]=3)=[CH:28][C:3]=2[CH:4]=1)=[O:7]. The yield is 0.770. (2) The reactants are C(N1CCN(C2SC(C(O)=O)=C(C)N=2)C1=O)C1C=CC=CC=1.[CH3:23][C:24]1[N:25]=[C:26]([N:32]2[CH2:36][CH2:35][N:34]([CH2:37][C:38]3[CH:43]=[CH:42][C:41]([O:44][C:45]([F:48])([F:47])[F:46])=[CH:40][CH:39]=3)[C:33]2=[O:49])[S:27][C:28]=1[C:29]([OH:31])=O.[CH2:50]([NH2:58])[CH2:51][C:52]1[CH:57]=[CH:56][CH:55]=[CH:54][CH:53]=1. No catalyst specified. The product is [CH3:23][C:24]1[N:25]=[C:26]([N:32]2[CH2:36][CH2:35][N:34]([CH2:37][C:38]3[CH:43]=[CH:42][C:41]([O:44][C:45]([F:46])([F:47])[F:48])=[CH:40][CH:39]=3)[C:33]2=[O:49])[S:27][C:28]=1[C:29]([NH:58][CH2:50][CH2:51][C:52]1[CH:57]=[CH:56][CH:55]=[CH:54][CH:53]=1)=[O:31]. The yield is 0.0700. (3) The reactants are [CH3:1][C:2]1[C:6]([CH2:7][C:8]([OH:10])=O)=[C:5]([CH3:11])[O:4][N:3]=1.CN(C=O)C.C(Cl)(C(Cl)=O)=O.[NH2:23][C:24]1[CH:29]=[CH:28][C:27]([N:30]2[CH2:35][CH2:34][CH:33]([CH:36]([C:44]3[CH:49]=[CH:48][CH:47]=[CH:46][CH:45]=3)[C:37]([N:39]([CH2:42][CH3:43])[CH2:40][CH3:41])=[O:38])[CH2:32][CH2:31]2)=[C:26]([F:50])[CH:25]=1. The catalyst is ClCCCl.O. The product is [CH3:1][C:2]1[C:6]([CH2:7][C:8]([NH:23][C:24]2[CH:29]=[CH:28][C:27]([N:30]3[CH2:35][CH2:34][CH:33]([CH:36]([C:44]4[CH:45]=[CH:46][CH:47]=[CH:48][CH:49]=4)[C:37]([N:39]([CH2:40][CH3:41])[CH2:42][CH3:43])=[O:38])[CH2:32][CH2:31]3)=[C:26]([F:50])[CH:25]=2)=[O:10])=[C:5]([CH3:11])[O:4][N:3]=1. The yield is 0.560. (4) The reactants are Cl[CH2:2][C:3]1[CH:4]=[C:5]([CH:39]=[CH:40][CH:41]=1)[C:6]([NH:8][C:9]1[CH:32]=[CH:31][C:30]([N:33]2[CH2:38][CH2:37][CH2:36][CH2:35][CH2:34]2)=[CH:29][C:10]=1[C:11]([NH:13][C:14]1[CH:18]=[CH:17][N:16]([C:19]2[CH:24]=[CH:23][CH:22]=[C:21]([C:25]([F:28])([F:27])[F:26])[CH:20]=2)[N:15]=1)=[O:12])=[O:7].[SH:42][C:43]1[CH:44]=[C:45]([CH:49]=[CH:50][CH:51]=1)[C:46]([OH:48])=[O:47].C(N(CC)C(C)C)(C)C. The catalyst is O1CCCC1.[I-].[K+]. The product is [N:33]1([C:30]2[CH:31]=[CH:32][C:9]([NH:8][C:6]([C:5]3[CH:4]=[C:3]([CH:41]=[CH:40][CH:39]=3)[CH2:2][S:42][C:43]3[CH:44]=[C:45]([CH:49]=[CH:50][CH:51]=3)[C:46]([OH:48])=[O:47])=[O:7])=[C:10]([C:11](=[O:12])[NH:13][C:14]3[CH:18]=[CH:17][N:16]([C:19]4[CH:24]=[CH:23][CH:22]=[C:21]([C:25]([F:28])([F:27])[F:26])[CH:20]=4)[N:15]=3)[CH:29]=2)[CH2:38][CH2:37][CH2:36][CH2:35][CH2:34]1. The yield is 0.630.